Dataset: Reaction yield outcomes from USPTO patents with 853,638 reactions. Task: Predict the reaction yield, written as a fraction of the theoretical maximum amount of product (1.0 means a 100% yield; for example, 0.34 means a 34% yield). (1) The reactants are [F:1][C:2]1[CH:3]=[C:4]2[C:9](=[CH:10][CH:11]=1)[N:8]=[CH:7][CH:6]=[C:5]2[CH:12]1[CH2:21][CH2:20][C:15]2(OCC[O:16]2)[CH2:14][CH2:13]1.Cl. The catalyst is CC(C)=O. The product is [F:1][C:2]1[CH:3]=[C:4]2[C:9](=[CH:10][CH:11]=1)[N:8]=[CH:7][CH:6]=[C:5]2[CH:12]1[CH2:13][CH2:14][C:15](=[O:16])[CH2:20][CH2:21]1. The yield is 0.550. (2) The reactants are [CH3:1][N:2]1[C:6]([C:7]2[N:8]=[C:9]([C:12]([NH:14][CH:15]([CH2:25][C:26]3[CH:31]=[CH:30][CH:29]=[CH:28][CH:27]=3)[CH2:16][NH:17]C(=O)OC(C)(C)C)=[O:13])[S:10][CH:11]=2)=[CH:5][CH:4]=[N:3]1. The catalyst is C(Cl)Cl.C(O)(C(F)(F)F)=O. The product is [NH2:17][CH2:16][CH:15]([NH:14][C:12]([C:9]1[S:10][CH:11]=[C:7]([C:6]2[N:2]([CH3:1])[N:3]=[CH:4][CH:5]=2)[N:8]=1)=[O:13])[CH2:25][C:26]1[CH:27]=[CH:28][CH:29]=[CH:30][CH:31]=1. The yield is 0.780. (3) The reactants are [Br:1][C:2]1[CH:3]=[C:4]2[C:10](I)=[C:9]([C:12]3[CH:17]=[CH:16][C:15]([C:18]4([NH:22]C(=O)OC(C)(C)C)[CH2:21][CH2:20][CH2:19]4)=[CH:14][CH:13]=3)[O:8][C:5]2=[N:6][CH:7]=1.[C:30]1(P([C:30]2[CH:35]=[CH:34][CH:33]=[CH:32][CH:31]=2)[C:30]2[CH:35]=[CH:34][CH:33]=[CH:32][CH:31]=2)[CH:35]=[CH:34][CH:33]=[CH:32][CH:31]=1.[F-].[Cs+].C1(B(O)O)C=CC=CC=1. The catalyst is C(COC)OC.ClCCl.CC([O-])=O.CC([O-])=O.[Pd+2]. The product is [Br:1][C:2]1[CH:3]=[C:4]2[C:10]([C:30]3[CH:35]=[CH:34][CH:33]=[CH:32][CH:31]=3)=[C:9]([C:12]3[CH:17]=[CH:16][C:15]([C:18]4([NH2:22])[CH2:19][CH2:20][CH2:21]4)=[CH:14][CH:13]=3)[O:8][C:5]2=[N:6][CH:7]=1. The yield is 0.510. (4) The reactants are N1C2C=CC=CC=2N=N1.[CH3:10][C:11]1[CH:19]=[CH:18][C:14]([C:15](Cl)=[O:16])=[CH:13][CH:12]=1.[C:20]([NH:23][C@H:24]([C:27]([OH:29])=[O:28])[CH2:25][SH:26])(=[O:22])[CH3:21].CN1CCOCC1.Cl. The catalyst is O1CCCC1. The product is [C:20]([NH:23][CH:24]([CH2:25][S:26][C:15](=[O:16])[C:14]1[CH:18]=[CH:19][C:11]([CH3:10])=[CH:12][CH:13]=1)[C:27]([OH:29])=[O:28])(=[O:22])[CH3:21]. The yield is 0.600. (5) The reactants are [NH2:1][C:2]1[C:11]2[C:6](=[C:7](Br)[CH:8]=[CH:9][CH:10]=2)[N:5]=[N:4][C:3]=1[C:13]([NH:15][CH2:16][CH3:17])=[O:14].[CH3:18][O:19][C:20]1[CH:25]=[CH:24][C:23]([O:26][CH3:27])=[CH:22][C:21]=1B(O)O. No catalyst specified. The product is [NH2:1][C:2]1[C:11]2[C:6](=[C:7]([C:24]3[CH:25]=[C:20]([O:19][CH3:18])[CH:21]=[CH:22][C:23]=3[O:26][CH3:27])[CH:8]=[CH:9][CH:10]=2)[N:5]=[N:4][C:3]=1[C:13]([NH:15][CH2:16][CH3:17])=[O:14]. The yield is 0.540.